From a dataset of NCI-60 drug combinations with 297,098 pairs across 59 cell lines. Regression. Given two drug SMILES strings and cell line genomic features, predict the synergy score measuring deviation from expected non-interaction effect. (1) Drug 1: CC1=C(C(CCC1)(C)C)C=CC(=CC=CC(=CC(=O)O)C)C. Drug 2: CCN(CC)CCNC(=O)C1=C(NC(=C1C)C=C2C3=C(C=CC(=C3)F)NC2=O)C. Cell line: SNB-75. Synergy scores: CSS=0.570, Synergy_ZIP=0.509, Synergy_Bliss=3.50, Synergy_Loewe=2.10, Synergy_HSA=2.22. (2) Drug 2: C1CN(CCN1C(=O)CCBr)C(=O)CCBr. Drug 1: C1=NC2=C(N=C(N=C2N1C3C(C(C(O3)CO)O)O)F)N. Cell line: LOX IMVI. Synergy scores: CSS=27.8, Synergy_ZIP=-5.09, Synergy_Bliss=-2.80, Synergy_Loewe=-1.85, Synergy_HSA=-0.129. (3) Drug 1: CS(=O)(=O)C1=CC(=C(C=C1)C(=O)NC2=CC(=C(C=C2)Cl)C3=CC=CC=N3)Cl. Drug 2: C1=NNC2=C1C(=O)NC=N2. Cell line: NCI-H226. Synergy scores: CSS=7.14, Synergy_ZIP=-0.0767, Synergy_Bliss=2.04, Synergy_Loewe=-3.41, Synergy_HSA=-0.0962. (4) Drug 1: C1=NC2=C(N=C(N=C2N1C3C(C(C(O3)CO)O)O)F)N. Synergy scores: CSS=29.8, Synergy_ZIP=-10.8, Synergy_Bliss=-7.50, Synergy_Loewe=-10.1, Synergy_HSA=-3.88. Drug 2: CCC1(C2=C(COC1=O)C(=O)N3CC4=CC5=C(C=CC(=C5CN(C)C)O)N=C4C3=C2)O.Cl. Cell line: NCI-H522. (5) Drug 1: C1CN1P(=S)(N2CC2)N3CC3. Drug 2: C#CCC(CC1=CN=C2C(=N1)C(=NC(=N2)N)N)C3=CC=C(C=C3)C(=O)NC(CCC(=O)O)C(=O)O. Cell line: A549. Synergy scores: CSS=60.0, Synergy_ZIP=-1.75, Synergy_Bliss=-1.21, Synergy_Loewe=-7.43, Synergy_HSA=-0.106.